This data is from Full USPTO retrosynthesis dataset with 1.9M reactions from patents (1976-2016). The task is: Predict the reactants needed to synthesize the given product. (1) Given the product [O:10]1[C:9]2[CH:8]=[CH:7][CH:6]=[C:3]([CH:4]=[O:5])[C:2]=2[O:1][CH2:12]1, predict the reactants needed to synthesize it. The reactants are: [OH:1][C:2]1[C:9]([OH:10])=[CH:8][CH:7]=[CH:6][C:3]=1[CH:4]=[O:5].Br[CH2:12]Br.C([O-])([O-])=O.[K+].[K+].CN(C=O)C. (2) Given the product [Br:14][C:4]1[C:5]([O:11][CH3:12])=[C:6]([C:8](=[O:10])[CH3:9])[CH:7]=[C:2]([Cl:1])[C:3]=1[CH3:13], predict the reactants needed to synthesize it. The reactants are: [Cl:1][C:2]1[C:3]([CH3:13])=[CH:4][C:5]([O:11][CH3:12])=[C:6]([C:8](=[O:10])[CH3:9])[CH:7]=1.[Br:14]N1C(=O)CCC1=O.